From a dataset of Reaction yield outcomes from USPTO patents with 853,638 reactions. Predict the reaction yield, written as a fraction of the theoretical maximum amount of product (1.0 means a 100% yield; for example, 0.34 means a 34% yield). (1) The reactants are [N:1]1([CH2:7][CH2:8][CH2:9][O:10][C:11]2[CH:16]=[CH:15][C:14]([NH2:17])=[CH:13][CH:12]=2)[CH2:6][CH2:5][CH2:4][CH2:3][CH2:2]1.[Cl:18][C:19]1[CH:20]=[C:21]2[C:25](=[CH:26][CH:27]=1)[NH:24][C:23](=[O:28])[C:22]2=[CH:29]O. No catalyst specified. The product is [Cl:18][C:19]1[CH:20]=[C:21]2[C:25](=[CH:26][CH:27]=1)[NH:24][C:23](=[O:28])[C:22]2=[CH:29][NH:17][C:14]1[CH:13]=[CH:12][C:11]([O:10][CH2:9][CH2:8][CH2:7][N:1]2[CH2:2][CH2:3][CH2:4][CH2:5][CH2:6]2)=[CH:16][CH:15]=1. The yield is 0.580. (2) The reactants are [C:1]([O:5][C:6]([NH:8][C:9]([CH3:14])([CH3:13])[C:10]([OH:12])=O)=[O:7])([CH3:4])([CH3:3])[CH3:2].C(N(CC)CC)C.C1C=CC2N(O)N=NC=2C=1.CCN=C=NCCCN(C)C.[Cl:43][C:44]1[CH:53]=[CH:52][C:51]2[C:46](=[CH:47][C:48]([N:54]3[CH2:59][CH2:58][NH:57][CH2:56][CH2:55]3)=[CH:49][N:50]=2)[N:45]=1. The catalyst is C(Cl)Cl. The product is [Cl:43][C:44]1[N:45]=[C:46]2[C:51](=[CH:52][CH:53]=1)[N:50]=[CH:49][C:48]([N:54]1[CH2:59][CH2:58][N:57]([C:10](=[O:12])[C:9]([NH:8][C:6](=[O:7])[O:5][C:1]([CH3:2])([CH3:3])[CH3:4])([CH3:14])[CH3:13])[CH2:56][CH2:55]1)=[CH:47]2. The yield is 0.754.